From a dataset of Full USPTO retrosynthesis dataset with 1.9M reactions from patents (1976-2016). Predict the reactants needed to synthesize the given product. (1) Given the product [Br:1][C:2]1[CH:3]=[C:4]([O:10][CH3:11])[C:5]([O:8][CH3:9])=[CH:6][C:7]=1[N+:12]([O-:14])=[O:13], predict the reactants needed to synthesize it. The reactants are: [Br:1][C:2]1[CH:3]=[C:4]([O:10][CH3:11])[C:5]([O:8][CH3:9])=[CH:6][CH:7]=1.[N+:12]([O-])([OH:14])=[O:13].C(O)(=O)C. (2) Given the product [Cl:1][C:2]1[C:14]2[C:13]3[C:8](=[CH:9][CH:10]=[CH:11][CH:12]=3)[C@:7]([OH:19])([C:15]([F:17])([F:18])[F:16])[C:6]=2[CH:5]=[C:4]([O:20][CH2:21][CH2:22][CH2:23][C:24]([OH:26])=[O:25])[CH:3]=1, predict the reactants needed to synthesize it. The reactants are: [Cl:1][C:2]1[C:14]2[C:13]3[C:8](=[CH:9][CH:10]=[CH:11][CH:12]=3)[C@:7]([OH:19])([C:15]([F:18])([F:17])[F:16])[C:6]=2[CH:5]=[C:4]([O:20][CH2:21][CH2:22][CH2:23][C:24]([O:26]CC)=[O:25])[CH:3]=1.[OH-].[Na+].O. (3) Given the product [C:54]([CH:2]1[CH2:7][C@@H:6]([NH:8][C:9]2[C:10]3[CH:17]=[CH:16][N:15]([C:18]([C:25]4[CH:30]=[CH:29][CH:28]=[CH:27][CH:26]=4)([C:31]4[CH:36]=[CH:35][CH:34]=[CH:33][CH:32]=4)[C:19]4[CH:20]=[CH:21][CH:22]=[CH:23][CH:24]=4)[C:11]=3[N:12]=[CH:13][N:14]=2)[CH2:5][N:4]([C:37]([O:39][C:40]([CH3:41])([CH3:42])[CH3:43])=[O:38])[CH2:3]1)#[N:55], predict the reactants needed to synthesize it. The reactants are: O=[C:2]1[CH2:7][C@@H:6]([NH:8][C:9]2[C:10]3[CH:17]=[CH:16][N:15]([C:18]([C:31]4[CH:36]=[CH:35][CH:34]=[CH:33][CH:32]=4)([C:25]4[CH:30]=[CH:29][CH:28]=[CH:27][CH:26]=4)[C:19]4[CH:24]=[CH:23][CH:22]=[CH:21][CH:20]=4)[C:11]=3[N:12]=[CH:13][N:14]=2)[CH2:5][N:4]([C:37]([O:39][C:40]([CH3:43])([CH3:42])[CH3:41])=[O:38])[CH2:3]1.CC1C=CC(S([CH2:54][N+:55]#[C-])(=O)=O)=CC=1.CC([O-])(C)C.[K+].CCO. (4) Given the product [C:1]([O:5][C:6]([N:8]1[CH2:12][CH:11]=[C:10]([C:13]2[CH:14]=[CH:15][CH:16]=[C:17]([C:19]([N:33]3[CH2:34][CH2:35][CH:30]([C:24]4[C:25]([CH3:29])=[CH:26][CH:27]=[CH:28][C:23]=4[F:22])[CH2:31][CH2:32]3)=[O:21])[N:18]=2)[CH2:9]1)=[O:7])([CH3:2])([CH3:3])[CH3:4], predict the reactants needed to synthesize it. The reactants are: [C:1]([O:5][C:6]([N:8]1[CH2:12][CH:11]=[C:10]([C:13]2[N:18]=[C:17]([C:19]([OH:21])=O)[CH:16]=[CH:15][CH:14]=2)[CH2:9]1)=[O:7])([CH3:4])([CH3:3])[CH3:2].[F:22][C:23]1[CH:28]=[CH:27][CH:26]=[C:25]([CH3:29])[C:24]=1[CH:30]1[CH2:35][CH2:34][NH:33][CH2:32][CH2:31]1.F[P-](F)(F)(F)(F)F.N1(OC(N(C)C)=[N+](C)C)C2N=CC=CC=2N=N1.CCN(C(C)C)C(C)C.